This data is from Forward reaction prediction with 1.9M reactions from USPTO patents (1976-2016). The task is: Predict the product of the given reaction. (1) Given the reactants [NH2:1][C:2]1[CH:7]=[CH:6][C:5]([C:8]2[S:9][CH:10]=[CH:11][CH:12]=2)=[CH:4][C:3]=1[NH:13][C:14]([C:16]1[CH:21]=[CH:20][C:19]([P:22](=[O:29])([O:26]CC)[O:23][CH2:24][CH3:25])=[CH:18][CH:17]=1)=[O:15].[OH-].[Na+], predict the reaction product. The product is: [NH2:1][C:2]1[CH:7]=[CH:6][C:5]([C:8]2[S:9][CH:10]=[CH:11][CH:12]=2)=[CH:4][C:3]=1[NH:13][C:14]([C:16]1[CH:21]=[CH:20][C:19]([P:22](=[O:26])([OH:29])[O:23][CH2:24][CH3:25])=[CH:18][CH:17]=1)=[O:15]. (2) Given the reactants N#N.C[O:4][C:5]([C:7]1[N:8]=[C:9]([CH2:12][CH2:13][CH2:14][CH2:15][C:16](=[O:18])[CH3:17])[O:10][CH:11]=1)=[O:6].[OH-].[Na+], predict the reaction product. The product is: [O:18]=[C:16]([CH3:17])[CH2:15][CH2:14][CH2:13][CH2:12][C:9]1[O:10][CH:11]=[C:7]([C:5]([OH:6])=[O:4])[N:8]=1. (3) Given the reactants Br[C:2]1[CH:7]=[CH:6][CH:5]=[CH:4][N:3]=1.C([Mg]Cl)(C)C.[Li+].[Cl-].[CH:15]1(/[CH:20]=[N:21]/[S@@:22]([C:24]([CH3:27])([CH3:26])[CH3:25])=[O:23])[CH2:19][CH2:18][CH2:17][CH2:16]1, predict the reaction product. The product is: [CH:15]1([C@@H:20]([C:2]2[CH:7]=[CH:6][CH:5]=[CH:4][N:3]=2)[NH:21][S:22]([C:24]([CH3:27])([CH3:26])[CH3:25])=[O:23])[CH2:16][CH2:17][CH2:18][CH2:19]1. (4) Given the reactants [C:1]1([C@H:7]([NH2:9])[CH3:8])[CH:6]=[CH:5][CH:4]=[CH:3][CH:2]=1.[OH:10][C:11]1[CH:23]=[CH:22][C:14]2[C:15]([CH2:18][C:19]([OH:21])=[O:20])=[CH:16][O:17][C:13]=2[CH:12]=1, predict the reaction product. The product is: [C:1]1([C@H:7]([NH2:9])[CH3:8])[CH:6]=[CH:5][CH:4]=[CH:3][CH:2]=1.[OH:10][C:11]1[CH:23]=[CH:22][C:14]2[C@H:15]([CH2:18][C:19]([OH:21])=[O:20])[CH2:16][O:17][C:13]=2[CH:12]=1.